Task: Predict the reaction yield, written as a fraction of the theoretical maximum amount of product (1.0 means a 100% yield; for example, 0.34 means a 34% yield).. Dataset: Reaction yield outcomes from USPTO patents with 853,638 reactions (1) The yield is 0.600. The catalyst is C(Cl)Cl. The reactants are [C:1]([NH:4][C:5]1[S:6][C:7]([C:11]2[CH:12]=[C:13]([S:17](Cl)(=[O:19])=[O:18])[S:14][C:15]=2[Br:16])=[C:8]([CH3:10])[N:9]=1)(=[O:3])[CH3:2].C(N(CC)CC)C.Cl.[CH3:29][O:30][CH:31]1[CH2:36][CH2:35][NH:34][CH2:33][CH2:32]1. The product is [Br:16][C:15]1[S:14][C:13]([S:17]([N:34]2[CH2:35][CH2:36][CH:31]([O:30][CH3:29])[CH2:32][CH2:33]2)(=[O:19])=[O:18])=[CH:12][C:11]=1[C:7]1[S:6][C:5]([NH:4][C:1](=[O:3])[CH3:2])=[N:9][C:8]=1[CH3:10]. (2) The reactants are C(OC([N:8]1[CH2:12][CH2:11][CH2:10][C@@H:9]1[CH2:13][O:14][C:15]1[CH:20]=[CH:19][C:18]([O:21][C:22]2[CH:27]=[CH:26][CH:25]=[CH:24][CH:23]=2)=[CH:17][CH:16]=1)=O)(C)(C)C.Cl. The catalyst is O1CCOCC1. The product is [O:21]([C:18]1[CH:19]=[CH:20][C:15]([O:14][CH2:13][C@H:9]2[CH2:10][CH2:11][CH2:12][NH:8]2)=[CH:16][CH:17]=1)[C:22]1[CH:23]=[CH:24][CH:25]=[CH:26][CH:27]=1. The yield is 0.950. (3) The reactants are [CH2:1]([O:3][C:4]1[N:5]([CH2:12][C:13]2[CH:18]=[CH:17][C:16]([C:19]3[C:20]([C:25]#[N:26])=[CH:21][CH:22]=[CH:23][CH:24]=3)=[CH:15][CH:14]=2)[C:6](=[O:11])[CH:7]=[C:8]([CH3:10])[N:9]=1)[CH3:2].C([O-])(=O)C.[Na+].[Br:32]Br. The catalyst is C(O)(=O)C.C(OCC)(=O)C. The product is [Br:32][C:7]1[C:6](=[O:11])[N:5]([CH2:12][C:13]2[CH:18]=[CH:17][C:16]([C:19]3[C:20]([C:25]#[N:26])=[CH:21][CH:22]=[CH:23][CH:24]=3)=[CH:15][CH:14]=2)[C:4]([O:3][CH2:1][CH3:2])=[N:9][C:8]=1[CH3:10]. The yield is 0.940. (4) The reactants are Cl[C:2]1[CH:3]=[CH:4][C:5]([N+:10]([O-:12])=[O:11])=[C:6]([CH:9]=1)[CH2:7][OH:8].[F:13][C:14]([F:25])([F:24])[C:15]1[CH:20]=[CH:19][C:18](B(O)O)=[CH:17][CH:16]=1.C(=O)([O-])[O-].[K+].[K+]. The catalyst is O1CCOCC1.C1C=CC([P]([Pd]([P](C2C=CC=CC=2)(C2C=CC=CC=2)C2C=CC=CC=2)([P](C2C=CC=CC=2)(C2C=CC=CC=2)C2C=CC=CC=2)[P](C2C=CC=CC=2)(C2C=CC=CC=2)C2C=CC=CC=2)(C2C=CC=CC=2)C2C=CC=CC=2)=CC=1. The product is [N+:10]([C:5]1[CH:4]=[CH:3][C:2]([C:18]2[CH:19]=[CH:20][C:15]([C:14]([F:25])([F:24])[F:13])=[CH:16][CH:17]=2)=[CH:9][C:6]=1[CH2:7][OH:8])([O-:12])=[O:11]. The yield is 0.700. (5) The reactants are [NH2:1][C:2]1[CH:7]=[CH:6][CH:5]=[CH:4][C:3]=1[C:8](=[C:22]1[CH2:27][CH2:26][N:25]([CH2:28][CH2:29][CH2:30][CH3:31])[CH2:24][CH2:23]1)[C:9]1[CH:21]=[CH:20][C:12]([C:13]([N:15]([CH2:18][CH3:19])[CH2:16][CH3:17])=[O:14])=[CH:11][CH:10]=1.BrC(=C1CCN(CC2C=CC=CN=2)CC1)C1C=C[C:37]([C:38]([N:40](CC)CC)=O)=CC=1.NC1C=CC=CC=1B(O)O.C([O-])([O-])=O.[Na+].[Na+]. The catalyst is C(O)C.C1(C)C=CC=CC=1. The product is [NH2:1][C:2]1[CH:7]=[CH:6][CH:5]=[CH:4][C:3]=1[C:8](=[C:22]1[CH2:27][CH2:26][N:25]([CH2:28][C:29]2[CH:30]=[CH:31][CH:37]=[CH:38][N:40]=2)[CH2:24][CH2:23]1)[C:9]1[CH:21]=[CH:20][C:12]([C:13]([N:15]([CH2:18][CH3:19])[CH2:16][CH3:17])=[O:14])=[CH:11][CH:10]=1. The yield is 0.740. (6) The reactants are [Br:1][C:2]1[CH:7]=[C:6]([N+:8]([O-])=O)[C:5]([OH:11])=[C:4]([Cl:12])[CH:3]=1.[Cl-].[Cl-].[Ca+2]. The catalyst is CCO.[Fe]. The product is [NH2:8][C:6]1[CH:7]=[C:2]([Br:1])[CH:3]=[C:4]([Cl:12])[C:5]=1[OH:11]. The yield is 0.390. (7) The reactants are [C:1]([NH:4][C:5]1[CH:6]=[C:7]2[C:11](=[CH:12][CH:13]=1)[NH:10][C:9]([C:14]([O:16][CH2:17][CH3:18])=[O:15])=[CH:8]2)(=[O:3])[CH3:2].[CH3:19][C:20]([O:23][C:24](O[C:24]([O:23][C:20]([CH3:22])([CH3:21])[CH3:19])=[O:25])=[O:25])([CH3:22])[CH3:21]. The catalyst is CN(C1C=CN=CC=1)C.C(Cl)Cl. The product is [C:1]([NH:4][C:5]1[CH:6]=[C:7]2[C:11](=[CH:12][CH:13]=1)[N:10]([C:24]([O:23][C:20]([CH3:22])([CH3:21])[CH3:19])=[O:25])[C:9]([C:14]([O:16][CH2:17][CH3:18])=[O:15])=[CH:8]2)(=[O:3])[CH3:2]. The yield is 0.620. (8) The reactants are [CH3:1][O:2][C:3](=[O:22])[C:4]1[CH:9]=[C:8]([N+:10]([O-])=O)[C:7]([NH2:13])=[C:6]([F:14])[C:5]=1[NH:15][C:16]1[CH:21]=[CH:20][CH:19]=[CH:18][CH:17]=1.C([O-])=O.[NH4+]. The catalyst is C(O)C.[OH-].[OH-].[Pd+2]. The product is [CH3:1][O:2][C:3](=[O:22])[C:4]1[CH:9]=[C:8]([NH2:10])[C:7]([NH2:13])=[C:6]([F:14])[C:5]=1[NH:15][C:16]1[CH:17]=[CH:18][CH:19]=[CH:20][CH:21]=1. The yield is 0.930. (9) The reactants are [H-].[Na+].[CH3:3][C:4]([C:6]1[CH:11]=[CH:10][CH:9]=[C:8]([Cl:12])[CH:7]=1)=[O:5].[C:13](OCC)(=[O:19])[C:14]([O:16][CH2:17][CH3:18])=[O:15].Cl. The catalyst is CN(C=O)C.C(OCC)(=O)C. The product is [CH2:17]([O:16][C:14](=[O:15])[C:13](=[O:19])[CH2:3][C:4]([C:6]1[CH:11]=[CH:10][CH:9]=[C:8]([Cl:12])[CH:7]=1)=[O:5])[CH3:18]. The yield is 0.670. (10) The reactants are [C:1]1([C@H:7]2[C@H:16]3[CH2:17][CH2:18][N:19]([C:20]([C@H:22]4[CH2:27][CH2:26][CH2:25][CH2:24][C@H:23]4[NH:28][C:29]([C:31]4[CH:39]=[CH:38][CH:37]=[CH:36][C:32]=4[C:33]([OH:35])=O)=[O:30])=[O:21])[C@H:15]3[C:14]3[CH:13]=[CH:12][CH:11]=[CH:10][C:9]=3[NH:8]2)[CH:6]=[CH:5][CH:4]=[CH:3][CH:2]=1.C(N(CC)CC)C.CCOC(OC(OCC)=O)=O.O. The catalyst is CN(C=O)C. The product is [C:1]1([C@H:7]2[C@H:16]3[CH2:17][CH2:18][N:19]([C:20]([C@H:22]4[CH2:27][CH2:26][CH2:25][CH2:24][C@H:23]4[N:28]4[C:33](=[O:35])[C:32]5[C:31](=[CH:39][CH:38]=[CH:37][CH:36]=5)[C:29]4=[O:30])=[O:21])[C@H:15]3[C:14]3[CH:13]=[CH:12][CH:11]=[CH:10][C:9]=3[NH:8]2)[CH:2]=[CH:3][CH:4]=[CH:5][CH:6]=1. The yield is 0.710.